Dataset: Full USPTO retrosynthesis dataset with 1.9M reactions from patents (1976-2016). Task: Predict the reactants needed to synthesize the given product. (1) Given the product [CH:2]([O:5][C:6]1[N:11]=[CH:10][C:9]([O:12][C:13]2[CH:18]=[CH:17][C:16]([CH2:19][CH2:20][C@@H:21]([NH2:25])[CH:22]([CH3:24])[CH3:23])=[CH:15][CH:14]=2)=[CH:8][CH:7]=1)([CH3:4])[CH3:3], predict the reactants needed to synthesize it. The reactants are: B.[CH:2]([O:5][C:6]1[N:11]=[CH:10][C:9]([O:12][C:13]2[CH:18]=[CH:17][C:16]([CH2:19][CH2:20][C@H:21]([NH2:25])[CH:22]([CH3:24])[CH3:23])=[CH:15][CH:14]=2)=[CH:8][CH:7]=1)([CH3:4])[CH3:3].C1COCC1.C(ON=C(C(C)C)CCC1C=CC(OC2C=NC(OC(C)C)=CC=2)=CC=1)C1C=CC=CC=1.O1CCOB1OC(C1C=CC=CC=1)(C1C=CC=CC=1)[C@@H](N)C(C)C.B.C1COCC1.Cl.[OH-].[Na+]. (2) Given the product [OH:20][C:21]1[CH:26]=[CH:25][CH:24]=[CH:23][C:22]=1[CH2:27][CH2:28][NH:29][C:17]([C:15]1[CH:16]=[C:11]([C:5]2[CH:4]=[C:3]([CH2:1][CH3:2])[C:8](=[O:9])[NH:7][C:6]=2[CH3:10])[CH:12]=[N:13][CH:14]=1)=[O:19], predict the reactants needed to synthesize it. The reactants are: [CH2:1]([C:3]1[C:8](=[O:9])[NH:7][C:6]([CH3:10])=[C:5]([C:11]2[CH:12]=[N:13][CH:14]=[C:15]([C:17]([OH:19])=O)[CH:16]=2)[CH:4]=1)[CH3:2].[OH:20][C:21]1[CH:26]=[CH:25][CH:24]=[CH:23][C:22]=1[CH2:27][CH2:28][NH2:29]. (3) Given the product [CH:28]1([CH2:31][NH:32][C:22]([C:20]2[C:19]3[O:18][C:17]([CH3:26])([CH3:25])[CH2:16][C:15]=3[C:12]3[N:13]([CH3:14])[C:9]([NH:8][C:7]4[C:2]([Cl:1])=[CH:3][N:4]=[CH:5][C:6]=4[Cl:27])=[N:10][C:11]=3[CH:21]=2)=[O:24])[CH2:30][CH2:29]1, predict the reactants needed to synthesize it. The reactants are: [Cl:1][C:2]1[CH:3]=[N:4][CH:5]=[C:6]([Cl:27])[C:7]=1[NH:8][C:9]1[N:13]([CH3:14])[C:12]2[C:15]3[CH2:16][C:17]([CH3:26])([CH3:25])[O:18][C:19]=3[C:20]([C:22]([OH:24])=O)=[CH:21][C:11]=2[N:10]=1.[CH:28]1([CH2:31][NH2:32])[CH2:30][CH2:29]1.CN(C(ON1N=NC2C=CC=CC1=2)=[N+](C)C)C.[B-](F)(F)(F)F.CN(C=O)C. (4) Given the product [OH:1][C@H:2]1[CH2:6][CH2:5][N:4]([C:7]2[C:8]3[N:9]([N:13]=[C:14]([NH:16][C:17]4[CH:25]=[C:24]5[C:20]([C:21]([CH3:28])([CH3:27])[C:22](=[O:26])[NH:23]5)=[CH:19][CH:18]=4)[N:15]=3)[CH:10]=[CH:11][N:12]=2)[CH2:3]1, predict the reactants needed to synthesize it. The reactants are: [OH:1][C@@H:2]1[CH2:6][CH2:5][N:4]([C:7]2[C:8]3[N:9]([N:13]=[C:14]([NH:16][C:17]4[CH:25]=[C:24]5[C:20]([C:21]([CH3:28])([CH3:27])[C:22](=[O:26])[NH:23]5)=[CH:19][CH:18]=4)[N:15]=3)[CH:10]=[CH:11][N:12]=2)[CH2:3]1.O[C@H]1CCNC1. (5) Given the product [C:13]([O:17][C:18]([N:20]1[CH2:26][CH2:25][CH2:24][N:23]([C:2]2[CH:7]=[CH:6][C:5]([NH2:8])=[CH:4][C:3]=2[O:11][CH3:12])[CH2:22][CH2:21]1)=[O:19])([CH3:16])([CH3:14])[CH3:15], predict the reactants needed to synthesize it. The reactants are: F[C:2]1[CH:7]=[CH:6][C:5]([N+:8]([O-])=O)=[CH:4][C:3]=1[O:11][CH3:12].[C:13]([O:17][C:18]([N:20]1[CH2:26][CH2:25][CH2:24][NH:23][CH2:22][CH2:21]1)=[O:19])([CH3:16])([CH3:15])[CH3:14]. (6) The reactants are: [CH2:1]([N:8]1[CH2:13][CH2:12][CH2:11][C:10](=[O:14])[CH2:9]1)[C:2]1[CH:7]=[CH:6][CH:5]=[CH:4][CH:3]=1.[CH3:15][O:16][C:17]1[CH:22]=[CH:21][C:20]([Mg]Br)=[CH:19][CH:18]=1. Given the product [CH2:1]([N:8]1[CH2:13][CH2:12][CH2:11][C:10]([C:20]2[CH:21]=[CH:22][C:17]([O:16][CH3:15])=[CH:18][CH:19]=2)([OH:14])[CH2:9]1)[C:2]1[CH:3]=[CH:4][CH:5]=[CH:6][CH:7]=1, predict the reactants needed to synthesize it. (7) Given the product [NH4+:28].[OH-:12].[C:14]([C:18]1[CH:19]=[C:20]([C:24]2([NH:34][CH2:13][CH:11]([OH:12])[CH2:10][CH2:9][C:4]3[CH:3]=[C:2]([F:1])[CH:7]=[C:6]([F:8])[CH:5]=3)[CH2:32][CH2:31][C:30]3[C:26](=[CH:27][N:28]([CH3:33])[N:29]=3)[CH2:25]2)[CH:21]=[CH:22][CH:23]=1)([CH3:17])([CH3:15])[CH3:16], predict the reactants needed to synthesize it. The reactants are: [F:1][C:2]1[CH:3]=[C:4]([CH2:9][CH2:10][CH:11]2[CH2:13][O:12]2)[CH:5]=[C:6]([F:8])[CH:7]=1.[C:14]([C:18]1[CH:19]=[C:20]([C:24]2([NH2:34])[CH2:32][CH2:31][C:30]3[C:26](=[CH:27][N:28]([CH3:33])[N:29]=3)[CH2:25]2)[CH:21]=[CH:22][CH:23]=1)([CH3:17])([CH3:16])[CH3:15].